From a dataset of Full USPTO retrosynthesis dataset with 1.9M reactions from patents (1976-2016). Predict the reactants needed to synthesize the given product. (1) Given the product [CH3:1][O:2][C:21]1[CH:20]=[CH:19][CH:18]=[CH:17][C:16]=1[C:22]1([CH2:26][C:27](=[O:31])[C:28]([OH:30])=[O:29])[CH2:25][CH2:24]1, predict the reactants needed to synthesize it. The reactants are: [CH3:1][O:2]C1C=CC=CC=1CC#N.ClCCCl.[C:16]1([C:22]2([CH2:26][C:27](=[O:31])[C:28]([OH:30])=[O:29])[CH2:25][CH2:24]C2)[CH:21]=[CH:20][CH:19]=[CH:18][CH:17]=1. (2) Given the product [CH2:17]([O:16][C:14]([NH:1][C@H:2]([C:4]1[CH:12]=[CH:11][C:7]([C:8]([OH:10])=[O:9])=[CH:6][CH:5]=1)[CH3:3])=[O:15])[C:18]1[CH:23]=[CH:22][CH:21]=[CH:20][CH:19]=1, predict the reactants needed to synthesize it. The reactants are: [NH2:1][C@H:2]([C:4]1[CH:12]=[CH:11][C:7]([C:8]([OH:10])=[O:9])=[CH:6][CH:5]=1)[CH3:3].Cl[C:14]([O:16][CH2:17][C:18]1[CH:23]=[CH:22][CH:21]=[CH:20][CH:19]=1)=[O:15].Cl. (3) Given the product [F:27][C:26]([F:29])([F:28])[C:24]([OH:30])=[O:25].[CH2:17]([O:16][C:14]([C@@H:13]1[CH2:12][C@@H:11]2[C@@H:9]([CH2:10]2)[NH:8]1)=[O:15])[C:18]1[CH:19]=[CH:20][CH:21]=[CH:22][CH:23]=1, predict the reactants needed to synthesize it. The reactants are: C(OC([N:8]1[C@H:13]([C:14]([O:16][CH2:17][C:18]2[CH:23]=[CH:22][CH:21]=[CH:20][CH:19]=2)=[O:15])[CH2:12][C@@H:11]2[C@H:9]1[CH2:10]2)=O)(C)(C)C.[C:24]([OH:30])([C:26]([F:29])([F:28])[F:27])=[O:25]. (4) Given the product [CH:2]([O:5][C:6]1[CH:7]=[C:8]([C@@H:12]([NH:14][C:30]([C:26]2[CH:25]=[C:24]3[C:29](=[CH:28][CH:27]=2)[N:21]([CH2:20][C:19]2[CH:35]=[CH:36][C:16]([Cl:15])=[C:17]([CH:18]=2)[O:37][C@@H:38]([CH3:43])[C:39]([O:41][CH3:42])=[O:40])[C:22]([CH3:34])=[C:23]3[CH3:33])=[O:31])[CH3:13])[CH:9]=[CH:10][CH:11]=1)([CH3:4])[CH3:3], predict the reactants needed to synthesize it. The reactants are: Cl.[CH:2]([O:5][C:6]1[CH:7]=[C:8]([C@@H:12]([NH2:14])[CH3:13])[CH:9]=[CH:10][CH:11]=1)([CH3:4])[CH3:3].[Cl:15][C:16]1[CH:36]=[CH:35][C:19]([CH2:20][N:21]2[C:29]3[C:24](=[CH:25][C:26]([C:30](O)=[O:31])=[CH:27][CH:28]=3)[C:23]([CH3:33])=[C:22]2[CH3:34])=[CH:18][C:17]=1[O:37][C@@H:38]([CH3:43])[C:39]([O:41][CH3:42])=[O:40]. (5) Given the product [CH3:13][O:12][C:9]1[CH:10]=[C:11]2[C:6](=[CH:7][C:8]=1[O:14][CH3:15])[N:5]=[CH:4][CH:3]=[C:2]2[NH:23][C:22]1[CH:24]=[CH:25][C:19]([N+:16]([O-:18])=[O:17])=[CH:20][CH:21]=1, predict the reactants needed to synthesize it. The reactants are: Cl[C:2]1[C:11]2[C:6](=[CH:7][C:8]([O:14][CH3:15])=[C:9]([O:12][CH3:13])[CH:10]=2)[N:5]=[CH:4][CH:3]=1.[N+:16]([C:19]1[CH:25]=[CH:24][C:22]([NH2:23])=[CH:21][CH:20]=1)([O-:18])=[O:17].C1(C)C=CC(S(O)(=O)=O)=CC=1. (6) Given the product [CH2:34]([N:22]1[CH:23]=[C:24]([C:26]2[CH:31]=[CH:30][C:29]([Cl:32])=[CH:28][C:27]=2[Cl:33])[N:25]=[C:21]1[C@@H:20]([NH:38][C:44](=[O:45])[C:43]1[CH:47]=[CH:48][C:49]([F:50])=[C:41]([F:40])[CH:42]=1)[CH2:19][C:16]1[CH:17]=[CH:18][C:13]([O:12][CH2:11][C:8]2[CH:9]=[CH:10][C:5]([C:4]([OH:3])=[O:39])=[CH:6][CH:7]=2)=[CH:14][CH:15]=1)[CH2:35][CH2:36][CH3:37], predict the reactants needed to synthesize it. The reactants are: Cl.C[O:3][C:4](=[O:39])[C:5]1[CH:10]=[CH:9][C:8]([CH2:11][O:12][C:13]2[CH:18]=[CH:17][C:16]([CH2:19][C@H:20]([NH2:38])[C:21]3[N:22]([CH2:34][CH2:35][CH2:36][CH3:37])[CH:23]=[C:24]([C:26]4[CH:31]=[CH:30][C:29]([Cl:32])=[CH:28][C:27]=4[Cl:33])[N:25]=3)=[CH:15][CH:14]=2)=[CH:7][CH:6]=1.[F:40][C:41]1[CH:42]=[C:43]([CH:47]=[CH:48][C:49]=1[F:50])[C:44](O)=[O:45].